Predict the reaction yield, written as a fraction of the theoretical maximum amount of product (1.0 means a 100% yield; for example, 0.34 means a 34% yield). From a dataset of Reaction yield outcomes from USPTO patents with 853,638 reactions. (1) The reactants are [CH3:1][C:2]1[C:3]([C:11]2[S:15][C:14]([C:16]([OH:18])=O)=[CH:13][CH:12]=2)=[N:4][O:5][C:6]=1[C:7]([F:10])([F:9])[F:8].[CH:19]1([CH2:22][NH2:23])[CH2:21][CH2:20]1. No catalyst specified. The product is [CH:19]1([CH2:22][NH:23][C:16]([C:14]2[S:15][C:11]([C:3]3[C:2]([CH3:1])=[C:6]([C:7]([F:8])([F:9])[F:10])[O:5][N:4]=3)=[CH:12][CH:13]=2)=[O:18])[CH2:21][CH2:20]1. The yield is 0.670. (2) The reactants are Cl[C:2]1[CH:7]=[C:6]2[CH2:8][O:9][C:10]3[CH:34]=[C:33]4[C:13]([CH:14]=[CH:15][C:16]5[N:20]=[C:19]([CH:21]6[CH2:25][CH2:24][CH2:23][N:22]6[C:26]([O:28][C:29]([CH3:32])([CH3:31])[CH3:30])=[O:27])[NH:18][C:17]=54)=[CH:12][C:11]=3[C:5]2=[CH:4][CH:3]=1.[B:35]1([B:35]2[O:39][C:38]([CH3:41])([CH3:40])[C:37]([CH3:43])([CH3:42])[O:36]2)[O:39][C:38]([CH3:41])([CH3:40])[C:37]([CH3:43])([CH3:42])[O:36]1.C([O-])(=O)C.[K+]. The catalyst is O1CCOCC1.C(OCC)(=O)C.C1(P(C2CCCCC2)C2C=CC=CC=2C2C(CCC)=CC(CCC)=CC=2CCC)CCCCC1. The product is [CH3:42][C:37]1([CH3:43])[C:38]([CH3:41])([CH3:40])[O:39][B:35]([C:2]2[CH:7]=[C:6]3[CH2:8][O:9][C:10]4[CH:34]=[C:33]5[C:13]([CH:14]=[CH:15][C:16]6[N:20]=[C:19]([CH:21]7[CH2:25][CH2:24][CH2:23][N:22]7[C:26]([O:28][C:29]([CH3:32])([CH3:31])[CH3:30])=[O:27])[NH:18][C:17]=65)=[CH:12][C:11]=4[C:5]3=[CH:4][CH:3]=2)[O:36]1. The yield is 0.940. (3) The reactants are [Cl:1][C:2]1[C:7]([CH2:8][NH:9][CH2:10][C@@H:11]([C:13]2[CH:18]=[CH:17][CH:16]=[CH:15][CH:14]=2)[OH:12])=[CH:6][CH:5]=[C:4]([Cl:19])[N:3]=1.C=O.[C:22](O)(=O)C. The catalyst is C1COCC1. The product is [Cl:1][C:2]1[C:7]([CH2:8][N:9]([CH3:22])[CH2:10][C@@H:11]([C:13]2[CH:14]=[CH:15][CH:16]=[CH:17][CH:18]=2)[OH:12])=[CH:6][CH:5]=[C:4]([Cl:19])[N:3]=1. The yield is 1.00. (4) The reactants are [Br:1][C:2]1[CH:3]=[C:4]2[C:9](=[CH:10][CH:11]=1)[CH:8]=[C:7]([C:12]([NH2:14])=O)[CH:6]=[CH:5]2.N1C=CC=CC=1.FC(F)(F)C(OC(=O)C(F)(F)F)=O. The catalyst is O1CCOCC1. The product is [Br:1][C:2]1[CH:3]=[C:4]2[C:9](=[CH:10][CH:11]=1)[CH:8]=[C:7]([C:12]#[N:14])[CH:6]=[CH:5]2. The yield is 0.700.